The task is: Predict the reaction yield, written as a fraction of the theoretical maximum amount of product (1.0 means a 100% yield; for example, 0.34 means a 34% yield).. This data is from Reaction yield outcomes from USPTO patents with 853,638 reactions. (1) The reactants are [CH2:1]([O:8][C:9]1[C:10]([NH:23][C:24]2[S:25][CH:26]=[C:27]([CH2:29][CH2:30][C:31]([O:33]C)=[O:32])[N:28]=2)=[N:11][CH:12]=[C:13]([O:15][C:16]2[CH:21]=[CH:20][CH:19]=[CH:18][C:17]=2[Cl:22])[CH:14]=1)[C:2]1[CH:7]=[CH:6][CH:5]=[CH:4][CH:3]=1.[OH-].[Na+]. The catalyst is CO. The product is [ClH:22].[CH2:1]([O:8][C:9]1[C:10]([NH:23][C:24]2[S:25][CH:26]=[C:27]([CH2:29][CH2:30][C:31]([OH:33])=[O:32])[N:28]=2)=[N:11][CH:12]=[C:13]([O:15][C:16]2[CH:21]=[CH:20][CH:19]=[CH:18][C:17]=2[Cl:22])[CH:14]=1)[C:2]1[CH:7]=[CH:6][CH:5]=[CH:4][CH:3]=1. The yield is 0.744. (2) The reactants are [CH2:1]([O:8][C:9]1[N:14]=[C:13]([CH:15](C#N)[C:16]2[CH:17]=[C:18]([CH:21]=[C:22]([CH3:24])[CH:23]=2)[C:19]#[N:20])[C:12]([CH:27]([CH3:29])[CH3:28])=[C:11]([O:30][CH2:31][C:32]2[CH:37]=[CH:36][CH:35]=[CH:34][CH:33]=2)[N:10]=1)[C:2]1[CH:7]=[CH:6][CH:5]=[CH:4][CH:3]=1.[H-].[Na+].CN(C=[O:44])C. No catalyst specified. The product is [CH2:1]([O:8][C:9]1[N:14]=[C:13]([C:15]([C:16]2[CH:17]=[C:18]([CH:21]=[C:22]([CH3:24])[CH:23]=2)[C:19]#[N:20])=[O:44])[C:12]([CH:27]([CH3:29])[CH3:28])=[C:11]([O:30][CH2:31][C:32]2[CH:33]=[CH:34][CH:35]=[CH:36][CH:37]=2)[N:10]=1)[C:2]1[CH:7]=[CH:6][CH:5]=[CH:4][CH:3]=1. The yield is 0.880.